From a dataset of Reaction yield outcomes from USPTO patents with 853,638 reactions. Predict the reaction yield, written as a fraction of the theoretical maximum amount of product (1.0 means a 100% yield; for example, 0.34 means a 34% yield). (1) The reactants are FC(F)(F)C(O)=O.[O:8]=[C:9]1[CH:13]=[CH:12][C:11](=[O:14])[N:10]1[CH2:15][CH2:16][CH2:17][C:18]([NH:20][NH2:21])=[O:19].[C:22]([C:25]1[CH:80]=[CH:79][C:28]([O:29][CH2:30][CH2:31][O:32][C:33]2[CH:34]=[C:35]([CH2:59][O:60][C:61]3[C:62]([O:77][CH3:78])=[CH:63][C:64]4[C:70](=[O:71])[N:69]5[CH2:72][CH2:73][CH2:74][CH2:75][C@@H:68]5[CH:67]=[N:66][C:65]=4[CH:76]=3)[CH:36]=[C:37]([CH2:39][O:40][C:41]3[C:42]([O:57][CH3:58])=[CH:43][C:44]4[C:50](=[O:51])[N:49]5[CH2:52][CH2:53][CH2:54][CH2:55][C@@H:48]5[CH:47]=[N:46][C:45]=4[CH:56]=3)[CH:38]=2)=[CH:27][CH:26]=1)(=O)[CH3:23].C(Cl)(=O)C. The catalyst is C(Cl)Cl. The product is [CH3:78][O:77][C:62]1[C:61]([O:60][CH2:59][C:35]2[CH:34]=[C:33]([CH:38]=[C:37]([CH2:39][O:40][C:41]3[C:42]([O:57][CH3:58])=[CH:43][C:44]4[C:50](=[O:51])[N:49]5[CH2:52][CH2:53][CH2:54][CH2:55][C@H:48]5[CH:47]=[N:46][C:45]=4[CH:56]=3)[CH:36]=2)[O:32][CH2:31][CH2:30][O:29][C:28]2[CH:79]=[CH:80][C:25](/[C:22](=[N:21]/[NH:20][C:18](=[O:19])[CH2:17][CH2:16][CH2:15][N:10]3[C:9](=[O:8])[CH:13]=[CH:12][C:11]3=[O:14])/[CH3:23])=[CH:26][CH:27]=2)=[CH:76][C:65]2[N:66]=[CH:67][C@@H:68]3[CH2:75][CH2:74][CH2:73][CH2:72][N:69]3[C:70](=[O:71])[C:64]=2[CH:63]=1. The yield is 0.610. (2) The reactants are [OH:1][C:2]1[CH:7]=[CH:6][C:5]2[C:8]3([CH2:18][O:19][C:4]=2[CH:3]=1)[C:16]1[C:11](=[CH:12][CH:13]=[CH:14][CH:15]=1)[NH:10][C:9]3=[O:17].N1C=CN=C1.[CH:25]([Si:28](Cl)([CH:32]([CH3:34])[CH3:33])[CH:29]([CH3:31])[CH3:30])([CH3:27])[CH3:26]. The catalyst is CN(C)C=O. The product is [CH3:26][CH:25]([Si:28]([CH:32]([CH3:34])[CH3:33])([CH:29]([CH3:31])[CH3:30])[O:1][C:2]1[CH:7]=[CH:6][C:5]2[C:8]3([CH2:18][O:19][C:4]=2[CH:3]=1)[C:16]1[C:11](=[CH:12][CH:13]=[CH:14][CH:15]=1)[NH:10][C:9]3=[O:17])[CH3:27]. The yield is 0.690. (3) The reactants are [O:1]1[CH2:6][CH2:5][N:4]([CH2:7][C:8]([O:10]C)=O)[CH2:3][CH2:2]1.[NH2:12][NH2:13]. The catalyst is C(O)C. The yield is 0.950. The product is [N:4]1([CH2:7][C:8]([NH:12][NH2:13])=[O:10])[CH2:5][CH2:6][O:1][CH2:2][CH2:3]1.